This data is from Forward reaction prediction with 1.9M reactions from USPTO patents (1976-2016). The task is: Predict the product of the given reaction. (1) Given the reactants OC(C(F)(F)F)=O.Br[C:9]1[CH:10]=[C:11]2[C:18]3([O:22][N:21]([CH3:23])[C:20](=[NH:24])[NH:19]3)[CH2:17][CH:16]([C:25]3[CH:30]=[CH:29][CH:28]=[CH:27][CH:26]=3)[O:15][C:12]2=[CH:13][CH:14]=1.[C:31]([C:33]1[CH:34]=[C:35](B(O)O)[CH:36]=[CH:37][CH:38]=1)#[N:32].C([O-])([O-])=O.[Cs+].[Cs+], predict the reaction product. The product is: [NH2:24][C:20]1[N:21]([CH3:23])[O:22][C:18]2([C:11]3[C:12](=[CH:13][CH:14]=[C:9]([C:37]4[CH:38]=[C:33]([CH:34]=[CH:35][CH:36]=4)[C:31]#[N:32])[CH:10]=3)[O:15][CH:16]([C:25]3[CH:30]=[CH:29][CH:28]=[CH:27][CH:26]=3)[CH2:17]2)[N:19]=1. (2) Given the reactants [CH3:1][C:2]1[CH:7]=[CH:6][C:5]([C:8]2[N:12]=[C:11]([CH2:13][CH2:14][C:15](=[O:17])[CH3:16])[O:10][N:9]=2)=[CH:4][C:3]=1[N+:18]([O-:20])=[O:19].CCCC[N+](CCCC)(CCCC)CCCC.[F-].[F:39][C:40]([Si](C)(C)C)([F:42])[F:41], predict the reaction product. The product is: [F:39][C:40]([F:42])([F:41])[C:15]([CH3:16])([OH:17])[CH2:14][CH2:13][C:11]1[O:10][N:9]=[C:8]([C:5]2[CH:6]=[CH:7][C:2]([CH3:1])=[C:3]([N+:18]([O-:20])=[O:19])[CH:4]=2)[N:12]=1. (3) Given the reactants [Cl:1][C:2]1[CH:3]=[C:4]([CH:18]=[CH:19][C:20]=1[C:21]([F:24])([F:23])[F:22])[O:5][CH2:6][C:7]1[CH:17]=[CH:16][C:10]([C:11]([O:13]CC)=[O:12])=[CH:9][CH:8]=1.O.[OH-].[Na+], predict the reaction product. The product is: [Cl:1][C:2]1[CH:3]=[C:4]([CH:18]=[CH:19][C:20]=1[C:21]([F:22])([F:23])[F:24])[O:5][CH2:6][C:7]1[CH:8]=[CH:9][C:10]([C:11]([OH:13])=[O:12])=[CH:16][CH:17]=1. (4) Given the reactants [OH-].[Na+:2].[C:3]1([OH:9])[CH:8]=[CH:7][CH:6]=[CH:5][CH:4]=1.[H][H].[Na+].[Cl-:13].[O-:14]C1C=CC=CC=1.[Na+], predict the reaction product. The product is: [O-:9][C:3]1[CH:8]=[CH:7][CH:6]=[CH:5][CH:4]=1.[Na+:2].[Cl-:13].[Na+:2].[OH2:14]. (5) Given the reactants [CH:1]1([C:4]2[CH:9]=[CH:8][C:7](N)=[C:6]([F:11])[CH:5]=2)[CH2:3][CH2:2]1.S(=O)(=O)(O)O.N([O-])=O.[Na+].[I-:21].[K+], predict the reaction product. The product is: [CH:1]1([C:4]2[CH:9]=[CH:8][C:7]([I:21])=[C:6]([F:11])[CH:5]=2)[CH2:3][CH2:2]1. (6) Given the reactants [Cl:1][C:2]1[CH:7]=[CH:6][C:5](/[CH:8]=[CH:9]/[C:10]2[CH:11]=[C:12]([N:16]3[C:20]([CH2:21][CH3:22])=[C:19]([C:23](O)=[O:24])[C:18]([CH2:26][CH3:27])=[N:17]3)[CH:13]=[CH:14][CH:15]=2)=[CH:4][CH:3]=1.CN(C(ON1N=NC2C=CC=NC1=2)=[N+](C)C)C.F[P-](F)(F)(F)(F)F.CCN(CC)CC.[N:59]1([CH2:66][CH2:67][OH:68])[CH2:65][CH2:64][CH2:63][NH:62][CH2:61][CH2:60]1, predict the reaction product. The product is: [Cl:1][C:2]1[CH:7]=[CH:6][C:5](/[CH:8]=[CH:9]/[C:10]2[CH:11]=[C:12]([N:16]3[C:20]([CH2:21][CH3:22])=[C:19]([C:23]([N:62]4[CH2:63][CH2:64][CH2:65][N:59]([CH2:66][CH2:67][OH:68])[CH2:60][CH2:61]4)=[O:24])[C:18]([CH2:26][CH3:27])=[N:17]3)[CH:13]=[CH:14][CH:15]=2)=[CH:4][CH:3]=1. (7) Given the reactants [N:1]1[C:5]2[CH:6]=[CH:7][CH:8]=[CH:9][C:4]=2[NH:3][CH:2]=1.O.O.O.O.O.O.[N+]([O-])([O-])=O.[Zn+2:20].[N+]([O-])([O-])=O.CN(C=O)C.N1C2C=CC=CC=2NC=1.CO.[Zn], predict the reaction product. The product is: [N:1]1[C:5]2[CH:6]=[CH:7][CH:8]=[CH:9][C:4]=2[NH:3][CH:2]=1.[Zn:20]. (8) Given the reactants O=[C:2]1[CH2:7][CH2:6][N:5]([C:8]2[CH:18]=[CH:17][C:11]([C:12]([O:14][CH2:15][CH3:16])=[O:13])=[CH:10][CH:9]=2)[CH2:4][CH2:3]1.[CH2:19]=C1CCN(C2C=CC=CC=2)CC1, predict the reaction product. The product is: [CH2:19]=[C:2]1[CH2:7][CH2:6][N:5]([C:8]2[CH:18]=[CH:17][C:11]([C:12]([O:14][CH2:15][CH3:16])=[O:13])=[CH:10][CH:9]=2)[CH2:4][CH2:3]1. (9) Given the reactants [CH:1]1[C:13]2[CH:12]([CH2:14][O:15][C:16]([N:18]3[CH2:23][C@@H:22]([C:24](=[O:37])[N:25]([CH2:29][C:30]4[CH:35]=[CH:34][CH:33]=[CH:32][C:31]=4[Cl:36])[CH:26]4[CH2:28][CH2:27]4)[CH2:21][C@@H:20]([NH:38]C(OC(C)(C)C)=O)[CH2:19]3)=[O:17])[C:11]3[C:6](=[CH:7][CH:8]=[CH:9][CH:10]=3)[C:5]=2[CH:4]=[CH:3][CH:2]=1.Cl, predict the reaction product. The product is: [CH:10]1[C:11]2[CH:12]([CH2:14][O:15][C:16]([N:18]3[CH2:23][C@@H:22]([C:24](=[O:37])[N:25]([CH2:29][C:30]4[CH:35]=[CH:34][CH:33]=[CH:32][C:31]=4[Cl:36])[CH:26]4[CH2:27][CH2:28]4)[CH2:21][C@@H:20]([NH2:38])[CH2:19]3)=[O:17])[C:13]3[C:5](=[CH:4][CH:3]=[CH:2][CH:1]=3)[C:6]=2[CH:7]=[CH:8][CH:9]=1. (10) The product is: [CH:1]1([CH:7]([NH:22][C:23]2[CH:24]=[CH:25][C:26]([C:27]([N:33]([CH3:32])[CH2:34][CH2:35][C:36]([OH:38])=[O:37])=[O:29])=[CH:30][CH:31]=2)[C:8]2[CH:12]=[C:11]([C:13]3[CH:18]=[CH:17][C:16]([Cl:19])=[CH:15][C:14]=3[Cl:20])[O:10][C:9]=2[CH3:21])[CH2:2][CH2:3][CH2:4][CH2:5][CH2:6]1. Given the reactants [CH:1]1([CH:7]([NH:22][C:23]2[CH:31]=[CH:30][C:26]([C:27]([OH:29])=O)=[CH:25][CH:24]=2)[C:8]2[CH:12]=[C:11]([C:13]3[CH:18]=[CH:17][C:16]([Cl:19])=[CH:15][C:14]=3[Cl:20])[O:10][C:9]=2[CH3:21])[CH2:6][CH2:5][CH2:4][CH2:3][CH2:2]1.[CH3:32][NH:33][CH2:34][CH2:35][C:36]([O:38]CC)=[O:37], predict the reaction product.